From a dataset of Experimentally validated miRNA-target interactions with 360,000+ pairs, plus equal number of negative samples. Binary Classification. Given a miRNA mature sequence and a target amino acid sequence, predict their likelihood of interaction. The miRNA is hsa-miR-543 with sequence AAACAUUCGCGGUGCACUUCUU. The protein sequence of the target gene is MNVTSLFSFTSPAVKRLLGWKQGDEEEKWAEKAVDALVKKLKKKKGAMEELEKALSCPGQPSNCVTIPRSLDGRLQVSHRKGLPHVIYCRVWRWPDLQSHHELKPLECCEFPFGSKQKEVCINPYHYKRVESPVLPPVLVPRHSEYNPQHSLLAQFRNLGQNEPHMPLNATFPDSFQQPNSHPFPHSPNSSYPNSPGSSSSTYPHSPTSSDPGSPFQMPADTPPPAYLPPEDPMTQDGSQPMDTNMMAPPLPSEINRGDVQAVAYEEPKHWCSIVYYELNNRVGEAFHASSTSVLVDGFT.... Result: 0 (no interaction).